The task is: Regression. Given two drug SMILES strings and cell line genomic features, predict the synergy score measuring deviation from expected non-interaction effect.. This data is from NCI-60 drug combinations with 297,098 pairs across 59 cell lines. (1) Drug 1: C1C(C(OC1N2C=NC3=C2NC=NCC3O)CO)O. Drug 2: C1C(C(OC1N2C=NC(=NC2=O)N)CO)O. Cell line: HL-60(TB). Synergy scores: CSS=28.0, Synergy_ZIP=9.27, Synergy_Bliss=13.9, Synergy_Loewe=9.61, Synergy_HSA=10.6. (2) Synergy scores: CSS=2.94, Synergy_ZIP=0.958, Synergy_Bliss=3.78, Synergy_Loewe=-2.61, Synergy_HSA=1.68. Cell line: T-47D. Drug 2: CCCS(=O)(=O)NC1=C(C(=C(C=C1)F)C(=O)C2=CNC3=C2C=C(C=N3)C4=CC=C(C=C4)Cl)F. Drug 1: CC12CCC(CC1=CCC3C2CCC4(C3CC=C4C5=CN=CC=C5)C)O.